The task is: Regression. Given a peptide amino acid sequence and an MHC pseudo amino acid sequence, predict their binding affinity value. This is MHC class I binding data.. This data is from Peptide-MHC class I binding affinity with 185,985 pairs from IEDB/IMGT. (1) The peptide sequence is LEEAPPTNPY. The MHC is Mamu-A11 with pseudo-sequence Mamu-A11. The binding affinity (normalized) is 0. (2) The peptide sequence is GEDIQLLKA. The MHC is HLA-B40:02 with pseudo-sequence HLA-B40:02. The binding affinity (normalized) is 0.269. (3) The peptide sequence is FTFDNSKFV. The MHC is HLA-B44:02 with pseudo-sequence HLA-B44:02. The binding affinity (normalized) is 0.0847. (4) The peptide sequence is GTIIVHPNK. The MHC is HLA-A02:03 with pseudo-sequence HLA-A02:03. The binding affinity (normalized) is 0.0847. (5) The peptide sequence is TEDDWITYI. The MHC is HLA-A29:02 with pseudo-sequence HLA-A29:02. The binding affinity (normalized) is 0.0847. (6) The peptide sequence is FREVWKQLF. The MHC is HLA-A03:01 with pseudo-sequence HLA-A03:01. The binding affinity (normalized) is 0.0847.